From a dataset of Forward reaction prediction with 1.9M reactions from USPTO patents (1976-2016). Predict the product of the given reaction. (1) Given the reactants [CH:1]1([CH2:4][N:5]2[CH:10]=[CH:9][CH:8]=[CH:7][C:6]2=[NH:11])[CH2:3][CH2:2]1.C(N(CC)CC)C.O.[F:20][C:21]([F:32])([F:31])[C:22]1[CH:23]=[C:24]([CH:28]=[CH:29][CH:30]=1)[C:25](Cl)=[O:26], predict the reaction product. The product is: [CH:1]1([CH2:4][N:5]2[CH:10]=[CH:9][CH:8]=[CH:7][C:6]2=[N:11][C:25](=[O:26])[C:24]2[CH:28]=[CH:29][CH:30]=[C:22]([C:21]([F:20])([F:31])[F:32])[CH:23]=2)[CH2:2][CH2:3]1. (2) Given the reactants [CH3:1][O:2][C:3]1[CH:4]=[CH:5][C:6]2[N:10]=[C:9]([C:11]3[CH:19]=[CH:18][C:14]([C:15]([OH:17])=O)=[CH:13][CH:12]=3)[NH:8][C:7]=2[CH:20]=1.[C:21]1([NH2:28])[CH:26]=[CH:25][C:24]([NH2:27])=[CH:23][CH:22]=1.[CH3:29][N:30]([CH3:40])[C:31]1[CH:39]=[CH:38][C:34]([C:35](O)=[O:36])=[CH:33][CH:32]=1, predict the reaction product. The product is: [CH3:29][N:30]([CH3:40])[C:31]1[CH:39]=[CH:38][C:34]([C:35]([NH:27][C:24]2[CH:25]=[CH:26][C:21]([NH:28][C:15](=[O:17])[C:14]3[CH:13]=[CH:12][C:11]([C:9]4[NH:8][C:7]5[CH:20]=[C:3]([O:2][CH3:1])[CH:4]=[CH:5][C:6]=5[N:10]=4)=[CH:19][CH:18]=3)=[CH:22][CH:23]=2)=[O:36])=[CH:33][CH:32]=1. (3) Given the reactants [CH2:1]([O:8][C:9]([N:11]1[CH2:15][CH:14]([O:16][C:17](=[O:22])[C:18]([CH3:21])([CH3:20])[CH3:19])[CH2:13][NH:12]1)=[O:10])[C:2]1[CH:7]=[CH:6][CH:5]=[CH:4][CH:3]=1.C(N(CC)CC)C.[F:30][C:31]1[CH:36]=[CH:35][C:34]([CH2:37][C:38](O)=[O:39])=[CH:33][CH:32]=1.Cl.C(N=C=NCCCN(C)C)C, predict the reaction product. The product is: [CH2:1]([O:8][C:9]([N:11]1[CH2:15][CH:14]([O:16][C:17](=[O:22])[C:18]([CH3:19])([CH3:21])[CH3:20])[CH2:13][N:12]1[C:38](=[O:39])[CH2:37][C:34]1[CH:35]=[CH:36][C:31]([F:30])=[CH:32][CH:33]=1)=[O:10])[C:2]1[CH:7]=[CH:6][CH:5]=[CH:4][CH:3]=1. (4) The product is: [CH2:1]([N:3]1[CH2:7][CH2:6][CH2:5][CH:4]1[CH2:8][O:9][C:10]1[CH:11]=[C:12]2[C:17](=[CH:18][CH:19]=1)[CH:16]=[C:15]([C:20]1[C:28]3[C:23](=[CH:24][CH:25]=[C:26]([C:29]([N:30]4[CH2:51][CH2:50][CH2:49][CH2:54]4)=[O:64])[CH:27]=3)[NH:22][N:21]=1)[CH:14]=[CH:13]2)[CH3:2]. Given the reactants [CH2:1]([N:3]1[CH2:7][CH2:6][CH2:5][CH:4]1[CH2:8][O:9][C:10]1[CH:11]=[C:12]2[C:17](=[CH:18][CH:19]=1)[CH:16]=[C:15]([C:20]1[C:28]3[C:23](=[CH:24][CH:25]=[C:26]([C:29]#[N:30])[CH:27]=3)[N:22](C3CCCCO3)[N:21]=1)[CH:14]=[CH:13]2)[CH3:2].[OH-].[K+].F[P-](F)(F)(F)(F)F.N1(OC(N(C)C)=[N+](C)C)[C:50]2[CH:51]=CC=[CH:54][C:49]=2N=N1.O.[OH:64]N1C2C=CC=CC=2N=N1.C(N(CC)CC)C.N1CCCC1, predict the reaction product.